Dataset: Catalyst prediction with 721,799 reactions and 888 catalyst types from USPTO. Task: Predict which catalyst facilitates the given reaction. (1) Reactant: [Br:1][C:2]1[CH:7]=[C:6]([N+:8]([O-])=O)[CH:5]=[CH:4][C:3]=1[CH3:11].O.C(O)C.N. Product: [Br:1][C:2]1[CH:7]=[C:6]([CH:5]=[CH:4][C:3]=1[CH3:11])[NH2:8]. The catalyst class is: 770. (2) Reactant: [F:1][C:2]1[CH:33]=[CH:32][C:5]([CH2:6][N:7]2[C:15]3[CH:14]=[C:13]4[NH:16][C:17]([NH:19][C:20](=[O:28])[C:21]5[CH:26]=[CH:25][CH:24]=[C:23]([CH3:27])[CH:22]=5)=[N:18][C:12]4=[CH:11][C:10]=3[C:9]([CH3:30])([CH3:29])[C:8]2=[O:31])=[C:4]([O:34]C)[CH:3]=1.B(Br)(Br)Br.Cl. Product: [F:1][C:2]1[CH:33]=[CH:32][C:5]([CH2:6][N:7]2[C:15]3[CH:14]=[C:13]4[NH:16][C:17]([NH:19][C:20](=[O:28])[C:21]5[CH:26]=[CH:25][CH:24]=[C:23]([CH3:27])[CH:22]=5)=[N:18][C:12]4=[CH:11][C:10]=3[C:9]([CH3:29])([CH3:30])[C:8]2=[O:31])=[C:4]([OH:34])[CH:3]=1. The catalyst class is: 2.